Dataset: Forward reaction prediction with 1.9M reactions from USPTO patents (1976-2016). Task: Predict the product of the given reaction. (1) Given the reactants [Cl:1][C:2]1[C:3]2[NH:10][CH:9]=[CH:8][C:4]=2[N:5]=[CH:6][N:7]=1.C(=O)([O-])[O-].[Cs+].[Cs+].Br[CH2:18][CH:19]([O:23][CH2:24][CH3:25])[O:20][CH2:21][CH3:22], predict the reaction product. The product is: [Cl:1][C:2]1[C:3]2[N:10]([CH2:18][CH:19]([O:23][CH2:24][CH3:25])[O:20][CH2:21][CH3:22])[CH:9]=[CH:8][C:4]=2[N:5]=[CH:6][N:7]=1. (2) Given the reactants C(OC([N:8]1[CH2:12][CH2:11][C@@H:10]([C@H:13]([O:20][C:21]2[CH:26]=[C:25]([Cl:27])[CH:24]=[C:23]([Cl:28])[CH:22]=2)[C:14]2[CH:19]=[CH:18][CH:17]=[CH:16][CH:15]=2)[CH2:9]1)=O)(C)(C)C.CCO.Cl.C([Cl:36])(=O)C, predict the reaction product. The product is: [Cl:28][C:23]1[CH:22]=[C:21]([CH:26]=[C:25]([Cl:27])[CH:24]=1)[O:20][C@H:13]([C:14]1[CH:19]=[CH:18][CH:17]=[CH:16][CH:15]=1)[C@@H:10]1[CH2:11][CH2:12][NH:8][CH2:9]1.[ClH:36]. (3) Given the reactants C(N[C:5]1[N:6]=[C:7](C2N=CNN=2)[C:8]2[N:14]=[C:13]([C:15]3[CH:20]=[CH:19][C:18]([F:21])=[CH:17][CH:16]=3)[CH:12]=[CH:11][C:9]=2[N:10]=1)(=O)C.C1(C)C=CC=C(NC(C2CCNCC2)=O)C=1, predict the reaction product. The product is: [F:21][C:18]1[CH:17]=[CH:16][C:15]([C:13]2[CH:12]=[CH:11][C:9]3[N:10]=[CH:5][N:6]=[CH:7][C:8]=3[N:14]=2)=[CH:20][CH:19]=1. (4) The product is: [CH2:1]([O:3][C:4]([CH:6]1[CH2:7][CH:8]2[N:14]([S:15]([C:18]3[CH:23]=[CH:22][C:21]([Cl:24])=[CH:20][CH:19]=3)(=[O:17])=[O:16])[CH:12]([CH2:11][C:10](=[O:25])[C:9]2=[CH:26][OH:27])[CH2:13]1)=[O:5])[CH3:2]. Given the reactants [CH2:1]([O:3][C:4]([CH:6]1[CH2:13][CH:12]2[N:14]([S:15]([C:18]3[CH:23]=[CH:22][C:21]([Cl:24])=[CH:20][CH:19]=3)(=[O:17])=[O:16])[CH:8]([CH2:9][C:10](=[O:25])[CH2:11]2)[CH2:7]1)=[O:5])[CH3:2].[CH:26](OCC)=[O:27].[O-]CC.[Na+], predict the reaction product.